This data is from Experimentally validated miRNA-target interactions with 360,000+ pairs, plus equal number of negative samples. The task is: Binary Classification. Given a miRNA mature sequence and a target amino acid sequence, predict their likelihood of interaction. (1) The miRNA is hsa-miR-18a-3p with sequence ACUGCCCUAAGUGCUCCUUCUGG. The protein sequence of the target gene is MAEEGIAAGGVMDVNTALQEVLKTALIHDGLARGIREAAKALDKRQAHLCVLASNCDEPMYVKLVEALCAEHQINLIKVDDNKKLGEWVGLCKIDREGKPRKVVGCSCVVVKDYGKESQAKDVIEEYFKCKK. Result: 1 (interaction). (2) The miRNA is hsa-miR-100-5p with sequence AACCCGUAGAUCCGAACUUGUG. Result: 1 (interaction). The protein sequence of the target gene is MPKGKKAKGKKVAPAPAVVKKQEAKKVVNPLFEKRPKNFGIGQDIQPKRDLTRFVKWPRYIRLQRQRAILYKRLKVPPAINQFTQALDRQTATQLLKLAHKYRPETKQEKKQRLLARAEKKAAGKGDVPTKRPPVLRAGVNTVTTLVENKKAQLVVIAHDVDPIELVVFLPALCRKMGVPYCIIKGKARLGRLVHRKTCTTVAFTQVNSEDKGALAKLVEAIRTNYNDRYDEIRRHWGGNVLGPKSVARIAKLEKAKAKELATKLG.